Task: Predict which catalyst facilitates the given reaction.. Dataset: Catalyst prediction with 721,799 reactions and 888 catalyst types from USPTO (1) Reactant: [H-].[Na+].[CH3:3][O:4][C:5]([C:7]1[C:15]2[C:10](=[C:11]([CH3:16])[CH:12]=[CH:13][CH:14]=2)[NH:9][CH:8]=1)=[O:6].[F:17][C:18]([F:31])([F:30])[O:19][CH2:20][CH2:21]OS(C(F)(F)F)(=O)=O. Product: [CH3:3][O:4][C:5]([C:7]1[C:15]2[C:10](=[C:11]([CH3:16])[CH:12]=[CH:13][CH:14]=2)[N:9]([CH2:21][CH2:20][O:19][C:18]([F:31])([F:30])[F:17])[CH:8]=1)=[O:6]. The catalyst class is: 295. (2) Reactant: [CH3:1][CH2:2][N:3]([C:6]([C:8]1([C:13]2[CH:14]=[CH:15][CH:16]=[CH:17][CH:18]=2)[CH:10]([CH2:11][NH2:12])[CH2:9]1)=[O:7])[CH2:4][CH3:5].[ClH:19].C(OCC)(=O)C. Product: [CH3:5][CH2:4][N:3]([C:6]([C:8]1([C:13]2[CH:14]=[CH:15][CH:16]=[CH:17][CH:18]=2)[CH:10]([CH2:11][NH2:12])[CH2:9]1)=[O:7])[CH2:2][CH3:1].[ClH:19].[ClH:19]. The catalyst class is: 32. (3) Reactant: [CH3:1]CN(C(C)C)C(C)C.F[C:11](F)(F)[C:12]([OH:14])=[O:13].[NH2:17][C@H:18]1[CH2:24][O:23][C:22]2C(C(OC)=O)=[CH:26][CH:27]=[CH:28][C:21]=2[N:20]([CH2:33][C:34]2[C:43]3[C:38](=[CH:39][C:40]([Br:44])=[CH:41][CH:42]=3)[CH:37]=[CH:36][C:35]=2[O:45][CH3:46])[C:19]1=[O:47].[C:48]([O:52][C:53]([N:55]([CH3:61])[C@@H:56]([CH3:60])[C:57](O)=[O:58])=[O:54])([CH3:51])([CH3:50])[CH3:49].CN(C(ON1N=NC2C=CC=CC1=2)=[N+](C)C)C.F[P-](F)(F)(F)(F)F.C1C=CC2N(O)N=NC=2C=1.O. Product: [Br:44][C:40]1[CH:39]=[C:38]2[C:43](=[CH:42][CH:41]=1)[C:34]([CH2:33][N:20]1[C:19](=[O:47])[C@@H:18]([NH:17][C:57](=[O:58])[C@@H:56]([N:55]([C:53]([O:52][C:48]([CH3:51])([CH3:50])[CH3:49])=[O:54])[CH3:61])[CH3:60])[CH2:24][O:23][C:22]3[C:11]([C:12]([O:14][CH3:1])=[O:13])=[CH:26][CH:27]=[CH:28][C:21]1=3)=[C:35]([O:45][CH3:46])[CH:36]=[CH:37]2. The catalyst class is: 31. (4) The catalyst class is: 1. Reactant: [Cl:1][C:2]1[CH:7]=[CH:6][CH:5]=[C:4]([F:8])[C:3]=1[CH2:9][OH:10].[H-].[Na+].[F:13][C:14]1[CH:19]=[CH:18][C:17]([N:20]2[C:24]([C:25]([O:27][CH2:28][CH3:29])=[O:26])=[CH:23][N:22]=[C:21]2I)=[CH:16][CH:15]=1.O. Product: [Cl:1][C:2]1[CH:7]=[CH:6][CH:5]=[C:4]([F:8])[C:3]=1[CH2:9][O:10][C:21]1[N:20]([C:17]2[CH:16]=[CH:15][C:14]([F:13])=[CH:19][CH:18]=2)[C:24]([C:25]([O:27][CH2:28][CH3:29])=[O:26])=[CH:23][N:22]=1. (5) The catalyst class is: 12. Product: [NH2:8][C:9]1[CH:14]=[CH:13][C:12]([CH2:15][CH2:16][C:17]2[N:18]=[C:19]([NH:33][C:34](=[O:38])[O:35][CH2:36][CH3:37])[S:20][C:21]=2[CH2:22][C:23]2[CH:28]=[CH:27][C:26]([S:29]([CH3:32])(=[O:31])=[O:30])=[CH:25][CH:24]=2)=[CH:11][CH:10]=1. Reactant: C(OC([NH:8][C:9]1[CH:14]=[CH:13][C:12]([CH2:15][CH2:16][C:17]2[N:18]=[C:19]([NH:33][C:34](=[O:38])[O:35][CH2:36][CH3:37])[S:20][C:21]=2[CH2:22][C:23]2[CH:28]=[CH:27][C:26]([S:29]([CH3:32])(=[O:31])=[O:30])=[CH:25][CH:24]=2)=[CH:11][CH:10]=1)=O)(C)(C)C.Cl. (6) Reactant: [NH:1]1[C:5]2[CH:6]=[CH:7][C:8]([C:10]#[N:11])=[CH:9][C:4]=2[N:3]=[CH:2]1.[O:12]1[CH:17]=[CH:16][CH2:15][CH2:14][CH2:13]1.CC1C=CC(S(O)(=O)=O)=CC=1.O. Product: [O:12]1[CH2:17][CH2:16][CH2:15][CH2:14][CH:13]1[N:1]1[C:5]2[CH:6]=[CH:7][C:8]([C:10]#[N:11])=[CH:9][C:4]=2[N:3]=[CH:2]1. The catalyst class is: 1.